Dataset: Catalyst prediction with 721,799 reactions and 888 catalyst types from USPTO. Task: Predict which catalyst facilitates the given reaction. (1) Product: [CH2:1]([O:3][C:4]([C:6]1[S:10][C:9]([C:36]2[CH:37]=[CH:38][C:33]([C:31]#[N:32])=[CH:34][CH:35]=2)=[N:8][C:7]=1[CH2:12][N:13]([CH2:20][C:21]1[CH:26]=[CH:25][C:24]([O:27][CH3:28])=[CH:23][C:22]=1[O:29][CH3:30])[CH2:14][C:15]([O:17][CH2:18][CH3:19])=[O:16])=[O:5])[CH3:2]. Reactant: [CH2:1]([O:3][C:4]([C:6]1[S:10][C:9](Br)=[N:8][C:7]=1[CH2:12][N:13]([CH2:20][C:21]1[CH:26]=[CH:25][C:24]([O:27][CH3:28])=[CH:23][C:22]=1[O:29][CH3:30])[CH2:14][C:15]([O:17][CH2:18][CH3:19])=[O:16])=[O:5])[CH3:2].[C:31]([C:33]1[CH:38]=[CH:37][C:36](B(O)O)=[CH:35][CH:34]=1)#[N:32].C(=O)([O-])[O-].[Cs+].[Cs+]. The catalyst class is: 77. (2) Reactant: [OH:1][C:2]1[CH:10]=[CH:9][CH:8]=[C:7]2[C:3]=1[CH2:4][CH2:5][C:6]2=[O:11].S(O[CH2:23][C@@H:24]1[O:29][CH2:28][CH2:27][N:26]([C:30]([O:32][C:33]([CH3:36])([CH3:35])[CH3:34])=[O:31])[CH2:25]1)(C1C=CC(C)=CC=1)(=O)=O.C(=O)([O-])[O-].[K+].[K+].O. Product: [O:11]=[C:6]1[C:7]2[C:3](=[C:2]([O:1][CH2:23][C@@H:24]3[O:29][CH2:28][CH2:27][N:26]([C:30]([O:32][C:33]([CH3:34])([CH3:36])[CH3:35])=[O:31])[CH2:25]3)[CH:10]=[CH:9][CH:8]=2)[CH2:4][CH2:5]1. The catalyst class is: 60. (3) Reactant: Cl[C:2]1[N:7]=[C:6]([NH:8][CH3:9])[N:5]=[C:4]([NH:10][C@@H:11]2[CH2:16][CH2:15][C@H:14]([C:17]([OH:19])=[O:18])[CH2:13][CH2:12]2)[N:3]=1.[NH:20]1[CH2:25][CH2:24][CH2:23][CH2:22][CH2:21]1. Product: [CH3:9][NH:8][C:6]1[N:7]=[C:2]([N:20]2[CH2:25][CH2:24][CH2:23][CH2:22][CH2:21]2)[N:3]=[C:4]([NH:10][C@@H:11]2[CH2:12][CH2:13][C@H:14]([C:17]([OH:19])=[O:18])[CH2:15][CH2:16]2)[N:5]=1. The catalyst class is: 144. (4) The catalyst class is: 13. Product: [Cl:1][C:2]1[C:7]([NH2:8])=[CH:6][C:5]([C:11]([F:12])([F:13])[F:14])=[CH:4][N:3]=1. Reactant: [Cl:1][C:2]1[C:7]([N+:8]([O-])=O)=[CH:6][C:5]([C:11]([F:14])([F:13])[F:12])=[CH:4][N:3]=1. (5) Reactant: [CH2:1]([NH:3][C:4](=[O:24])[O:5][CH2:6][C@H:7]1[CH2:11][C@@H:10]([NH:12][S:13]([C:16]2[CH:21]=[C:20]([Br:22])[CH:19]=[CH:18][C:17]=2[Br:23])(=[O:15])=[O:14])[CH2:9][NH:8]1)[CH3:2].C[CH2:26][N:27](C(C)C)C(C)C.BrC#N.C(O)C(N)(CO)CO. Product: [CH2:1]([NH:3][C:4](=[O:24])[O:5][CH2:6][C@H:7]1[CH2:11][C@@H:10]([NH:12][S:13]([C:16]2[CH:21]=[C:20]([Br:22])[CH:19]=[CH:18][C:17]=2[Br:23])(=[O:15])=[O:14])[CH2:9][N:8]1[C:26]#[N:27])[CH3:2]. The catalyst class is: 2. (6) Reactant: [Br:1][C:2]1[N:7]=[C:6]([C:8]([OH:10])=O)[CH:5]=[CH:4][CH:3]=1.[F:11][C:12]([F:25])([F:24])[C:13]1[CH:18]=[CH:17][CH:16]=[CH:15][C:14]=1[C@@H:19]1[CH2:23][CH2:22][NH:21][CH2:20]1.C(N(CC)C(C)C)(C)C.CN(C(ON1N=NC2C=CC=CC1=2)=[N+](C)C)C.F[P-](F)(F)(F)(F)F. Product: [Br:1][C:2]1[N:7]=[C:6]([C:8]([N:21]2[CH2:22][CH2:23][C@@H:19]([C:14]3[CH:15]=[CH:16][CH:17]=[CH:18][C:13]=3[C:12]([F:11])([F:24])[F:25])[CH2:20]2)=[O:10])[CH:5]=[CH:4][CH:3]=1. The catalyst class is: 10. (7) Reactant: [F:1][C:2]1[CH:3]=[C:4]([NH:19][C:20](=[O:29])OCC2C=CC=CC=2)[CH:5]=[CH:6][C:7]=1[CH:8]1[CH2:13][CH2:12][S:11](=[O:15])(=[O:14])[N:10]([CH2:16][CH:17]=[CH2:18])[CH2:9]1.C([Li])CCC.O1[CH2:37][C@@H:36]1[CH2:38][NH:39][C:40](=[O:42])[CH3:41].C1C[O:46]CC1. Product: [F:1][C:2]1[CH:3]=[C:4]([N:19]2[CH2:37][C@H:36]([CH2:38][NH:39][C:40](=[O:42])[CH3:41])[O:29][C:20]2=[O:46])[CH:5]=[CH:6][C:7]=1[CH:8]1[CH2:13][CH2:12][S:11](=[O:15])(=[O:14])[N:10]([CH2:16][CH:17]=[CH2:18])[CH2:9]1. The catalyst class is: 81.